From a dataset of NCI-60 drug combinations with 297,098 pairs across 59 cell lines. Regression. Given two drug SMILES strings and cell line genomic features, predict the synergy score measuring deviation from expected non-interaction effect. (1) Drug 1: C1=C(C(=O)NC(=O)N1)F. Drug 2: C1=CN(C=N1)CC(O)(P(=O)(O)O)P(=O)(O)O. Cell line: SK-MEL-2. Synergy scores: CSS=31.8, Synergy_ZIP=-1.02, Synergy_Bliss=-3.01, Synergy_Loewe=-5.71, Synergy_HSA=-3.04. (2) Drug 1: C1CCN(CC1)CCOC2=CC=C(C=C2)C(=O)C3=C(SC4=C3C=CC(=C4)O)C5=CC=C(C=C5)O. Drug 2: C1CNP(=O)(OC1)N(CCCl)CCCl. Cell line: TK-10. Synergy scores: CSS=0.201, Synergy_ZIP=0.963, Synergy_Bliss=0.975, Synergy_Loewe=-1.40, Synergy_HSA=-0.420. (3) Drug 1: COC1=C(C=C2C(=C1)N=CN=C2NC3=CC(=C(C=C3)F)Cl)OCCCN4CCOCC4. Drug 2: CC1=CC=C(C=C1)C2=CC(=NN2C3=CC=C(C=C3)S(=O)(=O)N)C(F)(F)F. Cell line: HCT-15. Synergy scores: CSS=27.5, Synergy_ZIP=-8.80, Synergy_Bliss=-3.40, Synergy_Loewe=-16.7, Synergy_HSA=-1.77. (4) Drug 1: C1CN1P(=S)(N2CC2)N3CC3. Drug 2: C1C(C(OC1N2C=NC(=NC2=O)N)CO)O. Cell line: OVCAR3. Synergy scores: CSS=7.79, Synergy_ZIP=-2.60, Synergy_Bliss=-1.65, Synergy_Loewe=1.15, Synergy_HSA=1.24. (5) Drug 1: CCC1(CC2CC(C3=C(CCN(C2)C1)C4=CC=CC=C4N3)(C5=C(C=C6C(=C5)C78CCN9C7C(C=CC9)(C(C(C8N6C=O)(C(=O)OC)O)OC(=O)C)CC)OC)C(=O)OC)O.OS(=O)(=O)O. Drug 2: N.N.Cl[Pt+2]Cl. Cell line: NCI-H322M. Synergy scores: CSS=8.63, Synergy_ZIP=-5.29, Synergy_Bliss=-5.26, Synergy_Loewe=-42.4, Synergy_HSA=-5.20.